Dataset: Catalyst prediction with 721,799 reactions and 888 catalyst types from USPTO. Task: Predict which catalyst facilitates the given reaction. (1) The catalyst class is: 25. Product: [ClH:11].[NH:1]([C:3]1[CH:8]=[C:7]([C:9]#[N:10])[CH:6]=[CH:5][N:4]=1)[NH2:2]. Reactant: [NH:1]([C:3]1[CH:8]=[C:7]([C:9]#[N:10])[CH:6]=[CH:5][N:4]=1)[NH2:2].[ClH:11]. (2) Reactant: [CH2:1]([NH:8][C:9]1[C:18]([F:19])=[C:17]([O:20][CH3:21])[C:12]([C:13]([O:15]C)=[O:14])=[C:11]([O:22][CH3:23])[C:10]=1[F:24])[C:2]1[CH:7]=[CH:6][CH:5]=[CH:4][CH:3]=1.[OH-].[Na+].O.Cl. Product: [CH2:1]([NH:8][C:9]1[C:10]([F:24])=[C:11]([O:22][CH3:23])[C:12]([C:13]([OH:15])=[O:14])=[C:17]([O:20][CH3:21])[C:18]=1[F:19])[C:2]1[CH:3]=[CH:4][CH:5]=[CH:6][CH:7]=1. The catalyst class is: 8. (3) Reactant: [Cl:1]N1C(=O)CCC1=O.[CH2:9]([N:13]1[CH:18]=[CH:17][C:16]([OH:19])=[CH:15][C:14]1=[O:20])[CH2:10][CH2:11][CH3:12]. Product: [CH2:9]([N:13]1[CH:18]=[CH:17][C:16]([OH:19])=[C:15]([Cl:1])[C:14]1=[O:20])[CH2:10][CH2:11][CH3:12]. The catalyst class is: 3. (4) Reactant: [N:1]1([C:6]2[CH:11]=[CH:10][C:9]([C:12](=[O:28])[CH2:13][C:14]([C:20]3[CH:25]=[C:24]([Cl:26])[CH:23]=[C:22]([Cl:27])[CH:21]=3)(O)[C:15]([F:18])([F:17])[F:16])=[CH:8][CH:7]=2)[CH:5]=[N:4][CH:3]=[N:2]1.S(Cl)(Cl)=O.N1C=CC=CC=1. Product: [N:1]1([C:6]2[CH:7]=[CH:8][C:9]([C:12](=[O:28])[CH:13]=[C:14]([C:20]3[CH:25]=[C:24]([Cl:26])[CH:23]=[C:22]([Cl:27])[CH:21]=3)[C:15]([F:18])([F:16])[F:17])=[CH:10][CH:11]=2)[CH:5]=[N:4][CH:3]=[N:2]1. The catalyst class is: 11. (5) Reactant: [S:1](O[S:1]([C:4]([F:7])([F:6])[F:5])(=[O:3])=[O:2])([C:4]([F:7])([F:6])[F:5])(=[O:3])=[O:2].N1C=CC=CC=1.[NH2:22][C:23]1[CH:28]=[CH:27][C:26]([C:29](=[O:31])[CH3:30])=[CH:25][C:24]=1OC.C(OCC)C.C(Cl)[Cl:40]. Product: [C:29]([C:26]1[CH:27]=[CH:28][C:23]([NH:22][S:1]([C:4]([F:7])([F:6])[F:5])(=[O:3])=[O:2])=[CH:24][C:25]=1[Cl:40])(=[O:31])[CH3:30]. The catalyst class is: 605. (6) Reactant: Br[CH2:2][C:3]([C:5]1[CH:13]=[C:12]2[C:8]([C:9]([CH3:17])([CH3:16])[C:10](=[O:15])[N:11]2[CH3:14])=[CH:7][CH:6]=1)=[O:4].[N-:18]=[N+:19]=[N-:20].[Na+].O. Product: [N:18]([CH2:2][C:3]([C:5]1[CH:13]=[C:12]2[C:8]([C:9]([CH3:17])([CH3:16])[C:10](=[O:15])[N:11]2[CH3:14])=[CH:7][CH:6]=1)=[O:4])=[N+:19]=[N-:20]. The catalyst class is: 21.